This data is from HIV replication inhibition screening data with 41,000+ compounds from the AIDS Antiviral Screen. The task is: Binary Classification. Given a drug SMILES string, predict its activity (active/inactive) in a high-throughput screening assay against a specified biological target. (1) The compound is COCCOCOC(CCCCO)c1cc(C)c(O[Si](C)(C)C(C)(C)C)c(C)c1. The result is 0 (inactive). (2) The compound is [N-]=[N+]=C(C(=O)N1CCCC1=O)S(=O)(=O)c1ccccc1. The result is 0 (inactive). (3) The molecule is COC(C(=O)C(O)C(C)O)C1Cc2cc3cc(OC4CC(OC5CC(O)C(O)C(C)O5)C(O)C(C)O4)c(C)c(O)c3c(O)c2C(=O)C1OC1CC(OC2CC(OC3CC(C)(O)C(O)C(C)O3)C(O)C(C)O2)C(O)C(C)O1. The result is 0 (inactive). (4) The drug is CCc1ccccc1C(C(=O)NC1CN2CCC1CC2)c1ccsc1. The result is 0 (inactive). (5) The molecule is Cc1ccc(NC(=O)CC2C(=O)Nc3ccccc3S2=O)cc1C. The result is 0 (inactive).